Dataset: Reaction yield outcomes from USPTO patents with 853,638 reactions. Task: Predict the reaction yield, written as a fraction of the theoretical maximum amount of product (1.0 means a 100% yield; for example, 0.34 means a 34% yield). (1) The catalyst is C1COCC1.CCOC(C)=O. The product is [F:1][C:2]1[N:3]=[CH:4][C:5]([CH:6]([OH:7])[CH3:10])=[CH:8][CH:9]=1. The reactants are [F:1][C:2]1[CH:9]=[CH:8][C:5]([CH:6]=[O:7])=[CH:4][N:3]=1.[CH3:10][Mg]Br.O.[Cl-].[NH4+]. The yield is 0.650. (2) The reactants are Cl[CH2:2][C:3]#[C:4][C:5]1[CH:10]=[CH:9][C:8]([N+:11]([O-:13])=[O:12])=[C:7]([O:14][CH3:15])[CH:6]=1.[NH:16]1[CH2:21][CH2:20][CH2:19][CH2:18][CH2:17]1. The catalyst is O1CCOCC1. The product is [CH3:15][O:14][C:7]1[CH:6]=[C:5]([C:4]#[C:3][CH2:2][N:16]2[CH2:21][CH2:20][CH2:19][CH2:18][CH2:17]2)[CH:10]=[CH:9][C:8]=1[N+:11]([O-:13])=[O:12]. The yield is 0.950. (3) The reactants are O1CCCCC1[N:7]1[C:15]2[C:10](=[CH:11][C:12]([C:16]3[N:20]=[CH:19][N:18](C(C4C=CC=CC=4)(C4C=CC=CC=4)C4C=CC=CC=4)[N:17]=3)=[CH:13][CH:14]=2)[C:9]([C:40]2[CH:41]=[C:42]([NH:46][C:47](=[O:56])[CH2:48][CH2:49]C3C=CC=CC=3)[CH:43]=[CH:44][CH:45]=2)=[N:8]1. The catalyst is Cl.O1CCOCC1. The product is [NH:18]1[CH:19]=[N:20][C:16]([C:12]2[CH:11]=[C:10]3[C:15](=[CH:14][CH:13]=2)[NH:7][N:8]=[C:9]3[C:40]2[CH:41]=[C:42]([NH:46][C:47](=[O:56])[CH2:48][CH3:49])[CH:43]=[CH:44][CH:45]=2)=[N:17]1. The yield is 0.480. (4) The reactants are [CH2:1]([C:8]1[NH:22][C:11]2=[N:12][CH:13]=[C:14]([C:16]#[C:17][CH2:18][CH2:19][C:20]#[N:21])[CH:15]=[C:10]2[N:9]=1)[C:2]1[CH:7]=[CH:6][CH:5]=[CH:4][CH:3]=1.[NH:23]([C:25](=[S:27])[NH2:26])N. The catalyst is C(O)(C(F)(F)F)=O. The product is [CH2:1]([C:8]1[NH:22][C:11]2=[N:12][CH:13]=[C:14]([C:16]#[C:17][CH2:18][CH2:19][C:20]3[S:27][C:25]([NH2:26])=[N:23][N:21]=3)[CH:15]=[C:10]2[N:9]=1)[C:2]1[CH:3]=[CH:4][CH:5]=[CH:6][CH:7]=1. The yield is 0.440. (5) The reactants are FC(F)(F)C(O)=O.[CH3:8][C@@H:9]([NH2:16])[CH2:10][N:11]1[CH:15]=[CH:14][CH:13]=[N:12]1.[F:17][C:18]1[CH:26]=[C:25]2[C:21]([C:22]([C:28]3[N:29]=[C:30]4[C:36]([C:37](O)=[O:38])=[CH:35][N:34]([CH2:40][O:41][CH2:42][CH2:43][Si:44]([CH3:47])([CH3:46])[CH3:45])[C:31]4=[N:32][CH:33]=3)=[N:23][N:24]2[CH3:27])=[CH:20][CH:19]=1.F[B-](F)(F)F.N1(OC(N(C)C)=[N+](C)C)C2C=CC=CC=2N=N1.C(N(CC)C(C)C)(C)C. The catalyst is C(#N)C.C(OCC)(=O)C.O. The product is [CH3:8][C@@H:9]([NH:16][C:37]([C:36]1[C:30]2[C:31](=[N:32][CH:33]=[C:28]([C:22]3[C:21]4[C:25](=[CH:26][C:18]([F:17])=[CH:19][CH:20]=4)[N:24]([CH3:27])[N:23]=3)[N:29]=2)[N:34]([CH2:40][O:41][CH2:42][CH2:43][Si:44]([CH3:47])([CH3:46])[CH3:45])[CH:35]=1)=[O:38])[CH2:10][N:11]1[CH:15]=[CH:14][CH:13]=[N:12]1. The yield is 0.810. (6) The reactants are [NH2:1][C:2]1[CH:23]=[CH:22][C:5]([O:6][C:7]2[N:12]=[CH:11][N:10]=[C:9]([NH:13][C:14]3[CH:19]=[CH:18][C:17]([S:20][CH3:21])=[CH:16][CH:15]=3)[CH:8]=2)=[CH:4][CH:3]=1.C1([O:30][C:31](=O)[NH:32][C:33]2[CH:38]=[CH:37][CH:36]=[C:35]([S:39]([CH3:42])(=[O:41])=[O:40])[CH:34]=2)C=CC=CC=1.C(OCC)(=O)C.O. The catalyst is CS(C)=O. The product is [CH3:42][S:39]([C:35]1[CH:34]=[C:33]([NH:32][C:31]([NH:1][C:2]2[CH:23]=[CH:22][C:5]([O:6][C:7]3[CH:8]=[C:9]([NH:13][C:14]4[CH:19]=[CH:18][C:17]([S:20][CH3:21])=[CH:16][CH:15]=4)[N:10]=[CH:11][N:12]=3)=[CH:4][CH:3]=2)=[O:30])[CH:38]=[CH:37][CH:36]=1)(=[O:40])=[O:41]. The yield is 0.950.